Dataset: Reaction yield outcomes from USPTO patents with 853,638 reactions. Task: Predict the reaction yield, written as a fraction of the theoretical maximum amount of product (1.0 means a 100% yield; for example, 0.34 means a 34% yield). (1) The reactants are [NH2:1][C:2]1[CH:3]=[CH:4][C:5]([C:10]2[O:14][CH:13]=[N:12][CH:11]=2)=[C:6]([CH:9]=1)[C:7]#[N:8].C(OC([NH:22][CH:23]([CH2:27][CH:28]([CH3:30])[CH3:29])[C:24](O)=[O:25])=O)(C)(C)C. No catalyst specified. The product is [NH2:22][C@H:23]([CH2:27][CH:28]([CH3:30])[CH3:29])[C:24]([NH:1][C:2]1[CH:3]=[CH:4][C:5]([C:10]2[O:14][CH:13]=[N:12][CH:11]=2)=[C:6]([C:7]#[N:8])[CH:9]=1)=[O:25]. The yield is 0.500. (2) The reactants are C([N:8]1[CH2:13][CH:12]=[C:11]([C:14]2[CH:19]=[CH:18][CH:17]=[CH:16][C:15]=2[C:20]([F:23])([F:22])[F:21])[CH2:10][CH2:9]1)C1C=CC=CC=1.[Cl:24][C:25]1[CH:26]=[C:27]([S:32](Cl)(=[O:34])=[O:33])[CH:28]=[CH:29][C:30]=1[Cl:31]. No catalyst specified. The product is [Cl:24][C:25]1[CH:26]=[C:27]([S:32]([N:8]2[CH2:9][CH2:10][CH:11]([C:14]3[CH:19]=[CH:18][CH:17]=[CH:16][C:15]=3[C:20]([F:21])([F:22])[F:23])[CH2:12][CH2:13]2)(=[O:33])=[O:34])[CH:28]=[CH:29][C:30]=1[Cl:31]. The yield is 0.740.